This data is from NCI-60 drug combinations with 297,098 pairs across 59 cell lines. The task is: Regression. Given two drug SMILES strings and cell line genomic features, predict the synergy score measuring deviation from expected non-interaction effect. Drug 1: CS(=O)(=O)CCNCC1=CC=C(O1)C2=CC3=C(C=C2)N=CN=C3NC4=CC(=C(C=C4)OCC5=CC(=CC=C5)F)Cl. Drug 2: CC(C)(C#N)C1=CC(=CC(=C1)CN2C=NC=N2)C(C)(C)C#N. Cell line: HCC-2998. Synergy scores: CSS=-4.22, Synergy_ZIP=5.22, Synergy_Bliss=4.98, Synergy_Loewe=-8.91, Synergy_HSA=-8.19.